This data is from Full USPTO retrosynthesis dataset with 1.9M reactions from patents (1976-2016). The task is: Predict the reactants needed to synthesize the given product. (1) Given the product [Cl:18][C:19]1[C:25]([CH3:26])=[CH:24][CH:23]=[CH:22][C:20]=1[NH:21][C:4]1[C:5](=[O:17])[C:6](=[O:16])[C:7]=1[NH:8][C:9]1[CH:14]=[CH:13][CH:12]=[CH:11][C:10]=1[OH:15], predict the reactants needed to synthesize it. The reactants are: C(O[C:4]1[C:5](=[O:17])[C:6](=[O:16])[C:7]=1[NH:8][C:9]1[CH:14]=[CH:13][CH:12]=[CH:11][C:10]=1[OH:15])C.[Cl:18][C:19]1[C:25]([CH3:26])=[CH:24][CH:23]=[CH:22][C:20]=1[NH2:21]. (2) Given the product [C:29]([C:26]([CH3:27])([O:4][C:5]1[CH:14]=[CH:13][C:8]([C:9]([O:11][CH3:12])=[O:10])=[C:7]([O:15][CH3:16])[CH:6]=1)[CH3:28])#[N:30], predict the reactants needed to synthesize it. The reactants are: C(C[O:4][C:5]1[CH:14]=[CH:13][C:8]([C:9]([O:11][CH3:12])=[O:10])=[C:7]([O:15][CH3:16])[CH:6]=1)#N.[H-].[Na+].IC.[Li+].CC([N-][CH:26]([CH3:28])[CH3:27])C.[CH3:29][N:30](C)C=O. (3) Given the product [F:17][C:4]1[C:3]([OH:18])=[C:2]([C:21]2[CH:22]=[CH:23][CH:24]=[CH:25][C:20]=2[F:19])[C:10]2[O:9][C:8]3[CH:11]=[CH:12][C:13]([C:15]#[N:16])=[CH:14][C:7]=3[C:6]=2[CH:5]=1, predict the reactants needed to synthesize it. The reactants are: Br[C:2]1[C:10]2[O:9][C:8]3[CH:11]=[CH:12][C:13]([C:15]#[N:16])=[CH:14][C:7]=3[C:6]=2[CH:5]=[C:4]([F:17])[C:3]=1[OH:18].[F:19][C:20]1[CH:25]=[CH:24][CH:23]=[CH:22][C:21]=1B(O)O.C(=O)([O-])[O-].[Na+].[Na+]. (4) Given the product [OH:5][CH2:4][C:3]1[CH:7]=[CH:8][CH:9]=[CH:10][C:2]=1[C:1]([O:12][CH2:13][CH2:14][CH:15]([CH3:16])[CH2:17][CH2:18][CH:19]=[C:20]([CH3:22])[CH3:21])=[O:11], predict the reactants needed to synthesize it. The reactants are: [C:1]([O:12][CH2:13][CH2:14][CH:15]([CH2:17][CH2:18][CH:19]=[C:20]([CH3:22])[CH3:21])[CH3:16])(=[O:11])[C:2]1[C:3](=[CH:7][CH:8]=[CH:9][CH:10]=1)[C:4]([O-])=[O:5].C(Cl)(=O)C(Cl)=O.[BH4-].[Na+].OS([O-])(=O)=O.[K+]. (5) Given the product [C:8]1([C:13]([O:15][CH2:16][CH:17]([CH3:19])[CH3:18])=[O:14])[C:7]([C:20]([O:22][CH2:23][CH:24]([CH3:26])[CH3:25])=[O:21])=[CH:6][CH2:12][CH2:11][CH2:10][CH:9]=1, predict the reactants needed to synthesize it. The reactants are: N1C=CC=C1[C:6]1[CH2:12][CH2:11][CH2:10][CH:9]=[C:8]([C:13]([O:15][CH2:16][CH:17]([CH3:19])[CH3:18])=[O:14])[C:7]=1[C:20]([O:22][CH2:23][CH:24]([CH3:26])[CH3:25])=[O:21].O1CCCC1. (6) Given the product [CH2:1]([N:5]1[C:9]2=[N:10][C:11]([C:15]3[CH:20]=[CH:19][CH:18]=[CH:17][C:16]=3[F:21])=[N:12][C:13]([Cl:25])=[C:8]2[C:7]([CH3:22])=[N:6]1)[CH2:2][CH2:3][CH3:4], predict the reactants needed to synthesize it. The reactants are: [CH2:1]([N:5]1[C:9]2[N:10]=[C:11]([C:15]3[CH:20]=[CH:19][CH:18]=[CH:17][C:16]=3[F:21])[NH:12][C:13](=O)[C:8]=2[C:7]([CH3:22])=[N:6]1)[CH2:2][CH2:3][CH3:4].P(Cl)(Cl)([Cl:25])=O. (7) Given the product [CH3:1][C@H:2]1[N:3]([C:8]2[C:13]3[CH:14]=[N:15][CH:16]=[CH:17][C:12]=3[C:11]([C:18]3[CH:19]=[CH:20][CH:21]=[CH:22][CH:23]=3)=[N:10][N:9]=2)[CH2:4][CH2:5][N:6]([C:58]([CH:55]2[CH2:56][CH2:57][O:52][CH2:53][CH2:54]2)=[O:59])[CH2:7]1, predict the reactants needed to synthesize it. The reactants are: [CH3:1][C@@H:2]1[CH2:7][NH:6][CH2:5][CH2:4][N:3]1[C:8]1[N:9]=[N:10][C:11]([C:18]2[CH:23]=[CH:22][CH:21]=[CH:20][CH:19]=2)=[C:12]2[CH:17]=[CH:16][N:15]=[CH:14][C:13]=12.C1C=CC2N(O)N=NC=2C=1.CCN=C=NCCCN(C)C.C(N(CC)CC)C.[O:52]1[CH2:57][CH2:56][CH:55]([C:58](O)=[O:59])[CH2:54][CH2:53]1.C([O-])(O)=O.[Na+].